Dataset: Catalyst prediction with 721,799 reactions and 888 catalyst types from USPTO. Task: Predict which catalyst facilitates the given reaction. (1) Reactant: Cl[C:2](Cl)([O:4]C(=O)OC(Cl)(Cl)Cl)Cl.[CH:13]([OH:22])([C:18]([F:21])([F:20])[F:19])[C:14]([F:17])([F:16])[F:15].N1C(C)=CC=CC=1C.[F:31][C:32]1[CH:33]=[C:34]([N:47]2[CH2:52][CH2:51][O:50][CH2:49][CH2:48]2)[CH:35]=[CH:36][C:37]=1[CH2:38][N:39]1[CH2:46][CH:45]2[CH:41]([CH2:42][NH:43][CH2:44]2)[CH2:40]1.ClC([O-])=O. Product: [F:31][C:32]1[CH:33]=[C:34]([N:47]2[CH2:52][CH2:51][O:50][CH2:49][CH2:48]2)[CH:35]=[CH:36][C:37]=1[CH2:38][N:39]1[CH2:46][CH:45]2[CH2:44][N:43]([C:2]([O:22][CH:13]([C:18]([F:21])([F:20])[F:19])[C:14]([F:17])([F:16])[F:15])=[O:4])[CH2:42][CH:41]2[CH2:40]1. The catalyst class is: 4. (2) Reactant: [C:1]([C:5]1[CH:6]=[C:7]2[C:11](=[C:12]([F:14])[CH:13]=1)[C:10](=O)[O:9][CH:8]2O)([CH3:4])([CH3:3])[CH3:2].O.[NH2:18][NH2:19].C(O)(=O)C. Product: [C:1]([C:5]1[CH:6]=[C:7]2[C:11](=[C:12]([F:14])[CH:13]=1)[C:10](=[O:9])[NH:19][N:18]=[CH:8]2)([CH3:4])([CH3:3])[CH3:2]. The catalyst class is: 6. (3) Reactant: Cl.[NH2:2][C:3]1[CH:8]=[CH:7][CH:6]=[CH:5][CH:4]=1.C([O-])([O-])=O.[Na+].[Na+].[Cl:15][C:16]1[CH:21]=[CH:20][C:19]([CH2:22][C:23](=[O:25])[CH3:24])=[CH:18][C:17]=1[S:26](Cl)(=[O:28])=[O:27]. Product: [Cl:15][C:16]1[CH:21]=[CH:20][C:19]([CH2:22][C:23](=[O:25])[CH3:24])=[CH:18][C:17]=1[S:26]([NH:2][C:3]1[CH:8]=[CH:7][CH:6]=[CH:5][CH:4]=1)(=[O:27])=[O:28]. The catalyst class is: 38. (4) Reactant: [F:1][C:2]([F:19])([F:18])[C:3]1[N:8]=[CH:7][C:6]([NH:9][C:10](=[O:17])OCC(Cl)(Cl)Cl)=[CH:5][CH:4]=1.[C:20]1([C:26]2[N:27]=[C:28]([N:31]3[CH2:36][CH2:35][NH:34][CH2:33][CH2:32]3)[S:29][CH:30]=2)[CH:25]=[CH:24][CH:23]=[CH:22][CH:21]=1.C(N(C(C)C)CC)(C)C.CS(C)=O. Product: [C:20]1([C:26]2[N:27]=[C:28]([N:31]3[CH2:36][CH2:35][N:34]([C:10]([NH:9][C:6]4[CH:7]=[N:8][C:3]([C:2]([F:1])([F:18])[F:19])=[CH:4][CH:5]=4)=[O:17])[CH2:33][CH2:32]3)[S:29][CH:30]=2)[CH:21]=[CH:22][CH:23]=[CH:24][CH:25]=1. The catalyst class is: 6. (5) Reactant: [C:1]1([C:7](=[O:32])[CH2:8][CH2:9][N:10]2[CH2:15][CH2:14][CH:13]([N:16]([CH2:30][CH3:31])[C:17](=[O:29])[CH2:18][C:19]3[CH:24]=[CH:23][C:22]([S:25]([CH3:28])(=[O:27])=[O:26])=[CH:21][CH:20]=3)[CH2:12][CH2:11]2)[CH:6]=[CH:5][CH:4]=[CH:3][CH:2]=1.[BH4-].[Na+]. Product: [C:1]1([CH:7]([OH:32])[CH2:8][CH2:9][N:10]2[CH2:11][CH2:12][CH:13]([N:16]([CH2:30][CH3:31])[C:17](=[O:29])[CH2:18][C:19]3[CH:24]=[CH:23][C:22]([S:25]([CH3:28])(=[O:26])=[O:27])=[CH:21][CH:20]=3)[CH2:14][CH2:15]2)[CH:2]=[CH:3][CH:4]=[CH:5][CH:6]=1. The catalyst class is: 8. (6) Reactant: [CH2:1]([N:7]1[CH2:12][CH:11]2[CH:9]([CH:10]2[C:13]2[CH:18]=[CH:17][CH:16]=[CH:15][CH:14]=2)[C:8]1=O)[CH2:2][CH2:3][CH2:4][CH2:5][CH3:6].[H-].[Al+3].[Li+].[H-].[H-].[H-].O1CCCC1. Product: [CH2:1]([N:7]1[CH2:12][CH:11]2[CH:9]([CH:10]2[C:13]2[CH:18]=[CH:17][CH:16]=[CH:15][CH:14]=2)[CH2:8]1)[CH2:2][CH2:3][CH2:4][CH2:5][CH3:6]. The catalyst class is: 6.